From a dataset of Forward reaction prediction with 1.9M reactions from USPTO patents (1976-2016). Predict the product of the given reaction. (1) Given the reactants Br[C:2]1[CH:11]=[CH:10][C:5]([C:6]([O:8][CH3:9])=[O:7])=[C:4]([CH3:12])[CH:3]=1.[CH:13]#[C:14][CH2:15][CH2:16][CH2:17][CH2:18][CH2:19][CH3:20], predict the reaction product. The product is: [CH3:12][C:4]1[CH:3]=[C:2]([C:13]#[C:14][CH2:15][CH2:16][CH2:17][CH2:18][CH2:19][CH3:20])[CH:11]=[CH:10][C:5]=1[C:6]([O:8][CH3:9])=[O:7]. (2) Given the reactants [Cl:1][C:2]1[CH:3]=[C:4]([NH:9][C:10]2[C:11]3[C:18]4[CH2:19][CH2:20][N:21]([C:23](=[O:40])/[CH:24]=[CH:25]/[CH2:26][N:27]5[CH2:32][CH2:31][N:30](C(OC(C)(C)C)=O)[CH2:29][CH2:28]5)[CH2:22][C:17]=4[S:16][C:12]=3[N:13]=[CH:14][N:15]=2)[CH:5]=[CH:6][C:7]=1[F:8].C(O)(C(F)(F)F)=O, predict the reaction product. The product is: [Cl:1][C:2]1[CH:3]=[C:4]([NH:9][C:10]2[C:11]3[C:18]4[CH2:19][CH2:20][N:21]([C:23](=[O:40])/[CH:24]=[CH:25]/[CH2:26][N:27]5[CH2:28][CH2:29][NH:30][CH2:31][CH2:32]5)[CH2:22][C:17]=4[S:16][C:12]=3[N:13]=[CH:14][N:15]=2)[CH:5]=[CH:6][C:7]=1[F:8]. (3) Given the reactants [O:1]1[CH2:6][CH2:5][CH2:4][CH2:3][CH:2]1[O:7][CH2:8][CH2:9][OH:10].[H-].[Na+].F[C:14]1[CH:19]=[C:18]([C:20]2[CH:21]=[C:22]([CH:24]=[CH:25][C:26]=2[CH3:27])[NH2:23])[CH:17]=[C:16]([N:28]2[CH2:33][CH2:32][O:31][CH2:30][C@H:29]2[CH3:34])[N:15]=1, predict the reaction product. The product is: [CH3:27][C:26]1[CH:25]=[CH:24][C:22]([NH2:23])=[CH:21][C:20]=1[C:18]1[CH:19]=[C:14]([O:10][CH2:9][CH2:8][O:7][CH:2]2[CH2:3][CH2:4][CH2:5][CH2:6][O:1]2)[N:15]=[C:16]([N:28]2[CH2:33][CH2:32][O:31][CH2:30][C@H:29]2[CH3:34])[CH:17]=1. (4) Given the reactants Br[C:2]1[CH:20]=[CH:19][C:5]([O:6][CH2:7][CH:8]2[CH2:13][CH2:12][N:11]([CH2:14][C:15]([F:18])([CH3:17])[CH3:16])[CH2:10][CH2:9]2)=[CH:4][CH:3]=1.[F:21][C:22]1[CH:27]=[C:26]([C:28]([O:30][CH3:31])=[O:29])[CH:25]=[CH:24][C:23]=1B(O)O.C([O-])([O-])=O.[Cs+].[Cs+], predict the reaction product. The product is: [F:21][C:22]1[CH:27]=[C:26]([C:28]([O:30][CH3:31])=[O:29])[CH:25]=[CH:24][C:23]=1[C:2]1[CH:20]=[CH:19][C:5]([O:6][CH2:7][CH:8]2[CH2:13][CH2:12][N:11]([CH2:14][C:15]([F:18])([CH3:17])[CH3:16])[CH2:10][CH2:9]2)=[CH:4][CH:3]=1. (5) Given the reactants C[O-].[Na+].N#N.[C:6]([O:9][CH3:10])(=[O:8])[CH3:7].[CH:11]([C:13]1[CH:21]=[CH:20][CH:19]=[C:18]2[C:14]=1[CH:15]=[CH:16][NH:17]2)=O, predict the reaction product. The product is: [NH:17]1[C:18]2[C:14](=[C:13]([CH:11]=[CH:7][C:6]([O:9][CH3:10])=[O:8])[CH:21]=[CH:20][CH:19]=2)[CH:15]=[CH:16]1. (6) Given the reactants [N:1]1C=CC=CC=1C(=O)CC(=O)CC(C1C=CC=CN=1)=O.[CH2:21]([O:23][C:24]1[CH:29]=[CH:28][N:27]=[C:26]([C:30](=O)[CH2:31][C:32](=[O:45])[CH2:33][C:34]([C:36]2[CH:41]=[C:40]([O:42][CH2:43][CH3:44])[CH:39]=[CH:38][N:37]=2)=O)[CH:25]=1)[CH3:22], predict the reaction product. The product is: [CH2:21]([O:23][C:24]1[CH:29]=[CH:28][N:27]=[C:26]([C:30]2[NH:1][C:34]([C:36]3[CH:41]=[C:40]([O:42][CH2:43][CH3:44])[CH:39]=[CH:38][N:37]=3)=[CH:33][C:32](=[O:45])[CH:31]=2)[CH:25]=1)[CH3:22]. (7) Given the reactants [Br:1][C:2]1[CH:3]=[C:4]2[C:8](=[CH:9][CH:10]=1)[C:7](=[O:11])[NH:6][CH2:5]2.[H-].[Na+].Br[CH2:15][C:16]([O:18][C:19]([CH3:22])([CH3:21])[CH3:20])=[O:17].C([O-])(O)=O.[Na+], predict the reaction product. The product is: [Br:1][C:2]1[CH:3]=[C:4]2[C:8](=[CH:9][CH:10]=1)[C:7](=[O:11])[N:6]([CH2:15][C:16]([O:18][C:19]([CH3:22])([CH3:21])[CH3:20])=[O:17])[CH2:5]2. (8) Given the reactants [CH3:1][C:2]1[CH:3]=[N+:4]([O-:9])[CH:5]=[C:6]([CH3:8])[CH:7]=1.C([O-])(=O)C.C([O-])(=O)C.C([O-])(=O)C.[Tl+3].[Br:23]Br, predict the reaction product. The product is: [Br:23][C:7]1[C:6]([CH3:8])=[CH:5][N+:4]([O-:9])=[CH:3][C:2]=1[CH3:1]. (9) Given the reactants Cl.[CH:2]1([NH:8][OH:9])[CH2:7][CH2:6][CH2:5][CH2:4][CH2:3]1.[CH:10]([C:12]1[CH:21]=[C:20]([O:22][CH3:23])[CH:19]=[C:18]([O:24][CH3:25])[C:13]=1[C:14]([O:16][CH3:17])=[O:15])=O, predict the reaction product. The product is: [CH:2]1([N+:8]([O-:9])=[CH:10][C:12]2[CH:21]=[C:20]([O:22][CH3:23])[CH:19]=[C:18]([O:24][CH3:25])[C:13]=2[C:14]([O:16][CH3:17])=[O:15])[CH2:7][CH2:6][CH2:5][CH2:4][CH2:3]1. (10) Given the reactants [C:1]([C:3]1[CH:4]=[C:5]2[C:10](=[CH:11][CH:12]=1)[CH:9]([CH2:13][C:14](OCC)=[O:15])[CH2:8][CH2:7][CH2:6]2)#[N:2].[BH4-].[Li+], predict the reaction product. The product is: [C:1]([C:3]1[CH:4]=[C:5]2[C:10](=[CH:11][CH:12]=1)[CH:9]([CH2:13][CH2:14][OH:15])[CH2:8][CH2:7][CH2:6]2)#[N:2].